Dataset: Reaction yield outcomes from USPTO patents with 853,638 reactions. Task: Predict the reaction yield, written as a fraction of the theoretical maximum amount of product (1.0 means a 100% yield; for example, 0.34 means a 34% yield). (1) The reactants are [F:1][C:2]1[CH:3]=[C:4]2[C:8](=[CH:9][CH:10]=1)[NH:7][C:6](=[O:11])[CH2:5]2.C[Si]([N-][Si](C)(C)C)(C)C.[Li+].[Cl:22][C:23]1[C:28]2[CH2:29][O:30][C:31](=O)[C:27]=2[CH:26]=[CH:25][N:24]=1.Cl. The catalyst is C1COCC1. The product is [Cl:22][C:23]1[C:28]2[CH2:29][O:30][C:31](=[C:5]3[C:4]4[C:8](=[CH:9][CH:10]=[C:2]([F:1])[CH:3]=4)[NH:7][C:6]3=[O:11])[C:27]=2[CH:26]=[CH:25][N:24]=1. The yield is 0.730. (2) The reactants are COC1C=CC(C2OC3C=C(O)C(OC)=C(O)C=3C(=O)C=2OC)=CC=1.[H-].[Na+].P([CH2:32][C:33]([O:35][CH2:36][CH3:37])=[O:34])(O)(O)=O.[C:38]([O:41][C:42]1[CH:47]=[CH:46][C:45]([CH:48]=O)=[CH:44][C:43]=1[Br:50])(=[O:40])[CH3:39]. The catalyst is COCCOC.O. The product is [C:38]([O:41][C:42]1[CH:47]=[CH:46][C:45](/[CH:48]=[CH:32]/[C:33]([O:35][CH2:36][CH3:37])=[O:34])=[CH:44][C:43]=1[Br:50])(=[O:40])[CH3:39]. The yield is 0.840. (3) The reactants are [CH2:1]([Zn]CC)C.FC(F)(F)C(O)=O.ICI.C(OC([N:23]1[CH2:28][CH2:27][O:26][C@H:25]([CH2:29][C:30]2[CH:35]=[CH:34][C:33]([O:36][CH3:37])=[C:32]([CH:38]=[CH2:39])[CH:31]=2)[CH2:24]1)=O)(C)(C)C. The catalyst is ClCCl. The product is [CH:38]1([C:32]2[CH:31]=[C:30]([CH:35]=[CH:34][C:33]=2[O:36][CH3:37])[CH2:29][C@H:25]2[O:26][CH2:27][CH2:28][NH:23][CH2:24]2)[CH2:39][CH2:1]1. The yield is 0.260. (4) The product is [CH2:1]([C:3]([C:21]1[CH:26]=[CH:25][C:24]([O:27][CH2:30][CH2:31][CH2:32][CH2:33][C:34]#[N:35])=[C:23]([CH3:28])[CH:22]=1)([C:6]1[CH:11]=[CH:10][C:9](/[CH:12]=[CH:13]/[C:14]([CH2:15][CH3:16])([OH:17])[CH2:18][CH3:19])=[C:8]([CH3:20])[CH:7]=1)[CH2:4][CH3:5])[CH3:2]. The catalyst is CN(C=O)C. The yield is 0.550. The reactants are [CH2:1]([C:3]([C:21]1[CH:26]=[CH:25][C:24]([OH:27])=[C:23]([CH3:28])[CH:22]=1)([C:6]1[CH:11]=[CH:10][C:9](/[CH:12]=[CH:13]/[C:14]([CH2:18][CH3:19])([OH:17])[CH2:15][CH3:16])=[C:8]([CH3:20])[CH:7]=1)[CH2:4][CH3:5])[CH3:2].Br[CH2:30][CH2:31][CH2:32][CH2:33][C:34]#[N:35].C([O-])([O-])=O.[K+].[K+].O. (5) The yield is 0.980. The catalyst is C1COCC1.CO. The reactants are Br[CH2:2][C:3]1[O:4][C:5]2[CH:11]=[C:10]([C:12](OCC)=[O:13])[CH:9]=[C:8]([O:17][C:18]3[CH:23]=[CH:22][C:21]([S:24]([CH3:27])(=[O:26])=[O:25])=[CH:20][CH:19]=3)[C:6]=2[CH:7]=1.[CH3:28][O-:29].[Na+].[OH2:31].Cl. The product is [CH3:28][O:29][CH2:2][C:3]1[O:4][C:5]2[CH:11]=[C:10]([C:12]([OH:13])=[O:31])[CH:9]=[C:8]([O:17][C:18]3[CH:19]=[CH:20][C:21]([S:24]([CH3:27])(=[O:26])=[O:25])=[CH:22][CH:23]=3)[C:6]=2[CH:7]=1. (6) The reactants are [C:1]([C:3]1[CH:8]=[CH:7][N:6]=[C:5]([C:9]([NH:11][C:12]2[CH:13]=[C:14]3[C:18](=[CH:19][CH:20]=2)[N:17]([CH2:21][CH3:22])[CH:16]=[C:15]3[CH:23]2[CH2:28][CH2:27][NH:26][CH2:25][CH2:24]2)=[O:10])[CH:4]=1)#[N:2].C(N(CC)CC)C.[CH:36]1([C:41](Cl)=[O:42])[CH2:40][CH2:39][CH2:38][CH2:37]1.Cl. The catalyst is C(Cl)Cl. The product is [C:1]([C:3]1[CH:8]=[CH:7][N:6]=[C:5]([C:9]([NH:11][C:12]2[CH:13]=[C:14]3[C:18](=[CH:19][CH:20]=2)[N:17]([CH2:21][CH3:22])[CH:16]=[C:15]3[CH:23]2[CH2:24][CH2:25][N:26]([C:41]([CH:36]3[CH2:40][CH2:39][CH2:38][CH2:37]3)=[O:42])[CH2:27][CH2:28]2)=[O:10])[CH:4]=1)#[N:2]. The yield is 0.640. (7) The reactants are [CH3:1][S:2]([C:5]1[CH:6]=[CH:7][C:8]([O:11][C:12]2[CH:18]=[CH:17][C:15]([NH2:16])=[C:14]([O:19][CH:20]3[CH2:25][CH2:24][O:23][CH2:22][CH2:21]3)[CH:13]=2)=[N:9][CH:10]=1)(=[O:4])=[O:3].Cl.[N:27]([O-])=O.[Na+].[CH3:31][CH:32](C(=O)C)[C:33]([O:35][CH2:36][CH3:37])=[O:34].[OH-].[K+]. The catalyst is O.CCCCCC.C(OCC)(=O)C.C(O)C.C(#N)C. The product is [CH3:1][S:2]([C:5]1[CH:6]=[CH:7][C:8]([O:11][C:12]2[CH:18]=[CH:17][C:15]([NH:16]/[N:27]=[C:32](\[CH3:31])/[C:33]([O:35][CH2:36][CH3:37])=[O:34])=[C:14]([O:19][CH:20]3[CH2:25][CH2:24][O:23][CH2:22][CH2:21]3)[CH:13]=2)=[N:9][CH:10]=1)(=[O:3])=[O:4]. The yield is 0.770. (8) The reactants are C([Li])CCC.CCCCCC.Br[C:13]1[CH:18]=[C:17]([Br:19])[C:16]([F:20])=[CH:15][C:14]=1[F:21].CN(C)[CH:24]=[O:25]. The catalyst is C(OCC)C. The product is [Br:19][C:17]1[C:16]([F:20])=[CH:15][C:14]([F:21])=[C:13]([CH:18]=1)[CH:24]=[O:25]. The yield is 0.610. (9) The catalyst is CN(C=O)C. The product is [F:7][C:8]([F:16])([F:17])[C:9]1[CH:10]=[C:11]([CH:12]=[CH:13][CH:14]=1)[O:15][C:19]1[CH:26]=[CH:25][C:22]([CH:23]=[O:24])=[CH:21][CH:20]=1. The yield is 0.669. The reactants are C([O-])([O-])=O.[K+].[K+].[F:7][C:8]([F:17])([F:16])[C:9]1[CH:10]=[C:11]([OH:15])[CH:12]=[CH:13][CH:14]=1.F[C:19]1[CH:26]=[CH:25][C:22]([CH:23]=[O:24])=[CH:21][CH:20]=1.